From a dataset of Reaction yield outcomes from USPTO patents with 853,638 reactions. Predict the reaction yield, written as a fraction of the theoretical maximum amount of product (1.0 means a 100% yield; for example, 0.34 means a 34% yield). The reactants are [CH3:1][N:2]([C@@H:9]([CH3:22])[CH2:10][O:11][C:12]1[CH:21]=[CH:20][C:15]([C:16]([O:18][CH3:19])=[O:17])=[CH:14][CH:13]=1)C(=O)C(F)(F)F.C([O-])([O-])=O.[K+].[K+]. The catalyst is CO.O.O. The product is [CH3:1][NH:2][C@@H:9]([CH3:22])[CH2:10][O:11][C:12]1[CH:21]=[CH:20][C:15]([C:16]([O:18][CH3:19])=[O:17])=[CH:14][CH:13]=1. The yield is 0.870.